The task is: Predict the reactants needed to synthesize the given product.. This data is from Full USPTO retrosynthesis dataset with 1.9M reactions from patents (1976-2016). (1) Given the product [CH:5]1[C:6]2[C:2]3[CH2:3][CH2:4][CH2:5][CH2:6][C:1]=3[O:7][C:1]=2[CH:2]=[CH:3][C:4]=1[NH2:10], predict the reactants needed to synthesize it. The reactants are: [C:1]1(=[O:7])[CH2:6][CH2:5][CH2:4][CH2:3][CH2:2]1.Cl.[OH-].[NH4+:10]. (2) Given the product [CH2:13]([O:10][C@@H:6]1[C:2]([CH3:1])([CH3:3])[CH2:4][O:9][C:7]1=[O:8])[C:14]1[CH:19]=[CH:18][CH:17]=[CH:16][CH:15]=1, predict the reactants needed to synthesize it. The reactants are: [CH3:1][C:2]([CH:6]1[O:10][O:9][C:7]1=[O:8])([CH2:4]O)[CH3:3].[H-].[Na+].[CH2:13](Br)[C:14]1[CH:19]=[CH:18][CH:17]=[CH:16][CH:15]=1.O. (3) Given the product [F:36][C:37]1[CH:38]=[CH:39][C:40]([CH2:43][S:44]([NH:35][C@@H:10]2[CH2:9][NH:8][CH2:12][C@H:11]2[CH2:13][N:14]([CH:32]([CH3:34])[CH3:33])[C:15]([C:17]2[CH:25]=[C:24]3[C:20]([C:21]([CH3:31])=[CH:22][N:23]3[CH2:26][CH2:27][CH2:28][O:29][CH3:30])=[CH:19][CH:18]=2)=[O:16])(=[O:46])=[O:45])=[CH:41][CH:42]=1, predict the reactants needed to synthesize it. The reactants are: C(OC([N:8]1[CH2:12][C@@H:11]([CH2:13][N:14]([CH:32]([CH3:34])[CH3:33])[C:15]([C:17]2[CH:25]=[C:24]3[C:20]([C:21]([CH3:31])=[CH:22][N:23]3[CH2:26][CH2:27][CH2:28][O:29][CH3:30])=[CH:19][CH:18]=2)=[O:16])[C@H:10]([NH2:35])[CH2:9]1)=O)(C)(C)C.[F:36][C:37]1[CH:42]=[CH:41][C:40]([CH2:43][S:44](Cl)(=[O:46])=[O:45])=[CH:39][CH:38]=1.CC#N.O.CC#N. (4) Given the product [C:5]([O:8][CH2:9][C:10]([CH3:40])([CH3:39])[CH2:11][N:12]1[C:18]2[CH:19]=[CH:20][C:21]([Cl:23])=[CH:22][C:17]=2[C@@H:16]([C:24]2[CH:29]=[CH:28][CH:27]=[C:26]([O:30][CH3:31])[C:25]=2[O:32][CH3:33])[O:15][C@H:14]([CH2:34][C:35]([NH:42][CH2:43][CH2:44][C:45]2[O:46][CH:47]=[CH:48][C:49]=2[C:50]([O:52][CH3:53])=[O:51])=[O:36])[C:13]1=[O:38])(=[O:7])[CH3:6], predict the reactants needed to synthesize it. The reactants are: S(Cl)(Cl)=O.[C:5]([O:8][CH2:9][C:10]([CH3:40])([CH3:39])[CH2:11][N:12]1[C:18]2[CH:19]=[CH:20][C:21]([Cl:23])=[CH:22][C:17]=2[C@@H:16]([C:24]2[CH:29]=[CH:28][CH:27]=[C:26]([O:30][CH3:31])[C:25]=2[O:32][CH3:33])[O:15][C@H:14]([CH2:34][C:35](O)=[O:36])[C:13]1=[O:38])(=[O:7])[CH3:6].Cl.[NH2:42][CH2:43][CH2:44][C:45]1[O:46][CH:47]=[CH:48][C:49]=1[C:50]([O:52][CH3:53])=[O:51].C(N(CC)CC)C. (5) Given the product [F:1][C:2]1[CH:3]=[C:4]([N:9]2[C:14](=[O:15])[C:13]([C:16]3[CH:21]=[CH:20][C:19]([F:22])=[C:18]([CH3:23])[CH:17]=3)=[C:12]([C:24]3[CH:29]=[CH:28][C:27]([S:30]([NH2:34])(=[O:32])=[O:31])=[CH:26][CH:25]=3)[CH:11]=[N:10]2)[CH:5]=[CH:6][C:7]=1[F:8], predict the reactants needed to synthesize it. The reactants are: [F:1][C:2]1[CH:3]=[C:4]([N:9]2[C:14](=[O:15])[C:13]([C:16]3[CH:21]=[CH:20][C:19]([F:22])=[C:18]([CH3:23])[CH:17]=3)=[C:12]([C:24]3[CH:29]=[CH:28][C:27]([S:30](C)(=[O:32])=[O:31])=[CH:26][CH:25]=3)[CH:11]=[N:10]2)[CH:5]=[CH:6][C:7]=1[F:8].[NH3:34].